Dataset: Forward reaction prediction with 1.9M reactions from USPTO patents (1976-2016). Task: Predict the product of the given reaction. (1) Given the reactants [C:1]([C@H:5]1[CH2:10][CH2:9][C@H:8]([NH:11][CH:12]2[C:20]3[C:15](=[CH:16][C:17]([C:21]([O:23][CH2:24][CH2:25][CH2:26][CH3:27])=[O:22])=[CH:18][CH:19]=3)[CH2:14][CH2:13]2)[CH2:7][CH2:6]1)([CH3:4])([CH3:3])[CH3:2].[F:28][C:29]([F:42])([F:41])[O:30][C:31]1[CH:36]=[CH:35][C:34]([CH2:37][C:38](O)=[O:39])=[CH:33][CH:32]=1.C(Cl)CCl.C1C=CC2N(O)N=NC=2C=1.CCN(C(C)C)C(C)C.C([O-])(O)=O.[Na+], predict the reaction product. The product is: [C:1]([C@H:5]1[CH2:10][CH2:9][C@H:8]([N:11]([C:38](=[O:39])[CH2:37][C:34]2[CH:35]=[CH:36][C:31]([O:30][C:29]([F:41])([F:28])[F:42])=[CH:32][CH:33]=2)[CH:12]2[C:20]3[C:15](=[CH:16][C:17]([C:21]([O:23][CH2:24][CH2:25][CH2:26][CH3:27])=[O:22])=[CH:18][CH:19]=3)[CH2:14][CH2:13]2)[CH2:7][CH2:6]1)([CH3:4])([CH3:3])[CH3:2]. (2) Given the reactants [NH2:1][C:2]1[C:7]([C:8]([C:10]2[C:15]([O:16][CH3:17])=[CH:14][CH:13]=[C:12]([F:18])[C:11]=2[F:19])=[O:9])=[CH:6][N:5]=[C:4]([NH:20][CH:21]2[CH2:26][CH2:25][N:24]([S:27]([CH2:30][CH2:31][CH2:32]Cl)(=[O:29])=[O:28])[CH2:23][CH2:22]2)[N:3]=1.[C:34]([O-:37])(=[O:36])[CH3:35].[Na+], predict the reaction product. The product is: [NH2:1][C:2]1[C:7]([C:8](=[O:9])[C:10]2[C:15]([O:16][CH3:17])=[CH:14][CH:13]=[C:12]([F:18])[C:11]=2[F:19])=[CH:6][N:5]=[C:4]([NH:20][CH:21]2[CH2:26][CH2:25][N:24]([S:27]([CH2:30][CH2:31][CH2:32][O:37][C:34](=[O:36])[CH3:35])(=[O:29])=[O:28])[CH2:23][CH2:22]2)[N:3]=1. (3) Given the reactants [Cl:1][C:2]1[CH:7]=[CH:6][C:5]([C:8]2[N:12]([CH:13]([CH:16]3[CH2:21][CH2:20][CH2:19][CH2:18][CH2:17]3)[CH2:14][OH:15])[C:11]3[CH:22]=[C:23]([F:27])[C:24]([F:26])=[CH:25][C:10]=3[N:9]=2)=[CH:4][CH:3]=1.[CH3:28][O:29][C:30](=[O:40])[C:31]1[C:36]([F:37])=[CH:35][C:34](O)=[CH:33][C:32]=1[F:39].N(C(OC(C)(C)C)=O)=NC(OC(C)(C)C)=O, predict the reaction product. The product is: [CH3:28][O:29][C:30](=[O:40])[C:31]1[C:32]([F:39])=[CH:33][C:34]([O:15][CH2:14][CH:13]([N:12]2[C:11]3[CH:22]=[C:23]([F:27])[C:24]([F:26])=[CH:25][C:10]=3[N:9]=[C:8]2[C:5]2[CH:6]=[CH:7][C:2]([Cl:1])=[CH:3][CH:4]=2)[CH:16]2[CH2:17][CH2:18][CH2:19][CH2:20][CH2:21]2)=[CH:35][C:36]=1[F:37]. (4) Given the reactants F[C:2]1[CH:11]=[CH:10][C:5]([C:6]([O:8][CH3:9])=[O:7])=[CH:4][C:3]=1[CH3:12].[Br:13][C:14]1[C:19]([CH2:20][CH3:21])=[CH:18][CH:17]=[CH:16][C:15]=1[OH:22].C(=O)([O-])[O-].[K+].[K+].O, predict the reaction product. The product is: [Br:13][C:14]1[C:19]([CH2:20][CH3:21])=[CH:18][CH:17]=[CH:16][C:15]=1[O:22][C:2]1[CH:11]=[CH:10][C:5]([C:6]([O:8][CH3:9])=[O:7])=[CH:4][C:3]=1[CH3:12]. (5) Given the reactants [CH3:1][C:2]1([CH3:24])[C:11]2[CH2:10][O:9][CH:8]=[CH:7][C:6]3=[CH:12][CH:13]([CH2:15][NH:16][C:17](=[O:23])[O:18][C:19]([CH3:22])([CH3:21])[CH3:20])[O:14][B:4]([C:5]=23)[O:3]1.C1C(=O)N([Br:32])C(=O)C1, predict the reaction product. The product is: [Br:32][C:12]1[C@H:13]([CH2:15][NH:16][C:17](=[O:23])[O:18][C:19]([CH3:22])([CH3:21])[CH3:20])[O:14][B:4]2[C:5]3[C:6]=1[CH:7]=[CH:8][O:9][CH2:10][C:11]=3[C:2]([CH3:24])([CH3:1])[O:3]2. (6) Given the reactants C(OC([N:8]1[C:16]2[C:11](=[CH:12][C:13]([O:17][CH2:18][C:19]3[C:20]([C:28]([F:31])([F:30])[F:29])=[N:21][N:22]([CH2:24][CH:25]([CH3:27])[CH3:26])[CH:23]=3)=[CH:14][CH:15]=2)[CH2:10][CH2:9]1)=O)(C)(C)C.Cl.O1CCOCC1, predict the reaction product. The product is: [CH2:24]([N:22]1[CH:23]=[C:19]([CH2:18][O:17][C:13]2[CH:12]=[C:11]3[C:16](=[CH:15][CH:14]=2)[NH:8][CH2:9][CH2:10]3)[C:20]([C:28]([F:29])([F:31])[F:30])=[N:21]1)[CH:25]([CH3:27])[CH3:26]. (7) Given the reactants [F:1][C:2]1[CH:7]=[CH:6][C:5]([CH3:8])=[CH:4][C:3]=1[C:9]1[O:13][N:12]=[C:11]([CH:14]=[O:15])[CH:10]=1.C[Mg][CH:18]1[CH2:20][CH2:19]1.[Br-], predict the reaction product. The product is: [CH:18]1([CH:14]([C:11]2[CH:10]=[C:9]([C:3]3[CH:4]=[C:5]([CH3:8])[CH:6]=[CH:7][C:2]=3[F:1])[O:13][N:12]=2)[OH:15])[CH2:20][CH2:19]1. (8) Given the reactants C[O:2][C:3]([C:5]1[C:6]([C:29]2[CH:34]=[CH:33][C:32]([O:35][CH3:36])=[CH:31][C:30]=2[C:37]([F:40])([F:39])[F:38])=[CH:7][CH:8]=[C:9]([CH2:11][N:12]2[CH:17]=[C:16]3[N:18]=[C:19]([C:21]4[CH:26]=[CH:25][CH:24]=[C:23]([F:27])[C:22]=4[F:28])[N:20]=[C:15]3[CH:14]=[N:13]2)[CH:10]=1)=[O:4].[OH-].[K+], predict the reaction product. The product is: [F:28][C:22]1[C:23]([F:27])=[CH:24][CH:25]=[CH:26][C:21]=1[C:19]1[N:20]=[C:15]2[CH:14]=[N:13][N:12]([CH2:11][C:9]3[CH:10]=[C:5]([C:3]([OH:4])=[O:2])[C:6]([C:29]4[CH:34]=[CH:33][C:32]([O:35][CH3:36])=[CH:31][C:30]=4[C:37]([F:38])([F:39])[F:40])=[CH:7][CH:8]=3)[CH:17]=[C:16]2[N:18]=1. (9) Given the reactants COC(=O)NC(C1CCOCC1)C(N1C(C2NC(C3C=CC([C:25]4[CH:34]=[CH:33][C:32]5[C:27](=[CH:28][CH:29]=[C:30]([C:35]6[NH:36][C:37]([CH:40]7[CH2:44][CH2:43][CH2:42][N:41]7[C:45](=[O:58])[CH:46]([NH:53][C:54]([O:56][CH3:57])=[O:55])[C:47]7[CH:52]=CC=C[CH:48]=7)=[N:38][CH:39]=6)[CH:31]=5)[CH:26]=4)=CC=3)=CN=2)C2CC1CC2)=O.Br[C:68]1[CH:73]=CC(C(=O)CCl)=C[CH:69]=1.C(O[C:83]([N:85]1[CH2:89][CH2:88][CH2:87][CH:86]1[C:90](O)=O)=[O:84])(C)(C)C.[C:93]([O:97][C:98]([N:100]1[CH:105](C(O)=O)[CH:104]2[CH2:109]C1C[CH2:103]2)=[O:99])(C)(C)C.COC([NH:114][C@@H:115]([CH:119]([CH3:121])[CH3:120])[C:116](O)=O)=O.COC([NH:126]C(C1CCOCC1)C(O)=O)=O, predict the reaction product. The product is: [CH3:93][O:97][C:98]([NH:100][C@@H:105]([CH:104]([CH3:103])[CH3:109])[C:83]([N:85]1[CH2:89][CH2:88][CH2:87][C@H:86]1[C:90]1[NH:114][C:115]([C:119]2[CH:121]=[C:69]([C:25]3[CH:26]=[C:27]4[C:32](=[CH:33][CH:34]=3)[CH:31]=[C:30]([C:35]3[NH:36][C:37]([C@@H:40]5[CH2:44][CH2:43][CH2:42][N:41]5[C:45](=[O:58])[C@@H:46]([NH:53][C:54](=[O:55])[O:56][CH3:57])[CH:47]([CH3:52])[CH3:48])=[N:38][CH:39]=3)[CH:29]=[CH:28]4)[CH:68]=[CH:73][CH:120]=2)=[CH:116][N:126]=1)=[O:84])=[O:99]. (10) Given the reactants [CH3:1][O:2][C:3]1[CH:8]=[CH:7][CH:6]=[C:5]([CH3:9])[C:4]=1[N:10]1[CH2:15][CH2:14][N:13]([CH3:16])[CH2:12][CH2:11]1.[N+:17]([O-])([O-:19])=[O:18].[K+].[OH-].[Na+], predict the reaction product. The product is: [CH3:1][O:2][C:3]1[C:4]([N:10]2[CH2:15][CH2:14][N:13]([CH3:16])[CH2:12][CH2:11]2)=[C:5]([CH3:9])[C:6]([N+:17]([O-:19])=[O:18])=[CH:7][CH:8]=1.